Dataset: Forward reaction prediction with 1.9M reactions from USPTO patents (1976-2016). Task: Predict the product of the given reaction. (1) Given the reactants [CH3:1][O:2][C:3]1[CH:4]=[C:5]([C:11]2[C@@H:20]3[C@@H:15]([CH2:16][CH2:17][CH2:18][CH2:19]3)[C:14](=[O:21])[N:13]([CH:22]3[CH2:27][CH2:26][N:25]([C:28](=[O:49])[C@H:29]([NH:41]C(=O)OC(C)(C)C)[CH2:30][C:31]4[CH:36]=[CH:35][C:34]([C:37]([F:40])([F:39])[F:38])=[CH:33][CH:32]=4)[CH2:24][CH2:23]3)[N:12]=2)[CH:6]=[CH:7][C:8]=1[O:9][CH3:10].FC(F)(F)C(O)=O.C(=O)(O)[O-].[Na+], predict the reaction product. The product is: [NH2:41][C@H:29]([CH2:30][C:31]1[CH:36]=[CH:35][C:34]([C:37]([F:38])([F:40])[F:39])=[CH:33][CH:32]=1)[C:28]([N:25]1[CH2:24][CH2:23][CH:22]([N:13]2[N:12]=[C:11]([C:5]3[CH:6]=[CH:7][C:8]([O:9][CH3:10])=[C:3]([O:2][CH3:1])[CH:4]=3)[C@@H:20]3[C@@H:15]([CH2:16][CH2:17][CH2:18][CH2:19]3)[C:14]2=[O:21])[CH2:27][CH2:26]1)=[O:49]. (2) Given the reactants [NH2:1][C:2]1[N:7]=[C:6]([OH:8])[CH:5]=[C:4]([CH3:9])[N:3]=1.Br[CH2:11][C:12]([C:14]1[CH:19]=[CH:18][C:17]([Cl:20])=[CH:16][CH:15]=1)=O, predict the reaction product. The product is: [Cl:20][C:17]1[CH:18]=[CH:19][C:14]([C:12]2[N:1]=[C:2]3[NH:3][C:4]([CH3:9])=[CH:5][C:6](=[O:8])[N:7]3[CH:11]=2)=[CH:15][CH:16]=1. (3) Given the reactants [N:1]1[CH:6]=[CH:5][CH:4]=[CH:3][C:2]=1[C@@H:7]1[CH2:11][CH2:10][C@H:9](O)[CH2:8]1.[C:13]1(=[O:23])[NH:17][C:16](=[O:18])[C:15]2=[CH:19][CH:20]=[CH:21][CH:22]=[C:14]12.CCOC(/N=N/C(OCC)=O)=O.C1(P(C2C=CC=CC=2)C2C=CC=CC=2)C=CC=CC=1, predict the reaction product. The product is: [N:1]1[CH:6]=[CH:5][CH:4]=[CH:3][C:2]=1[C@H:7]1[CH2:11][CH2:10][C@H:9]([N:17]2[C:16](=[O:18])[C:15]3=[CH:19][CH:20]=[CH:21][CH:22]=[C:14]3[C:13]2=[O:23])[CH2:8]1. (4) The product is: [N:1]1([C:6](=[CH2:12])[C:7]([O:9][CH3:10])=[O:8])[CH:5]=[CH:4][N:3]=[N:2]1. Given the reactants [N:1]1([CH2:6][C:7]([O:9][CH2:10]C)=[O:8])[CH:5]=[CH:4][N:3]=[N:2]1.[CH2:12](N(CC)CC)C, predict the reaction product.